This data is from TCR-epitope binding with 47,182 pairs between 192 epitopes and 23,139 TCRs. The task is: Binary Classification. Given a T-cell receptor sequence (or CDR3 region) and an epitope sequence, predict whether binding occurs between them. The epitope is HPVGEADYFEY. The TCR CDR3 sequence is CASSQDGPSYNSPLHF. Result: 0 (the TCR does not bind to the epitope).